Task: Predict the product of the given reaction.. Dataset: Forward reaction prediction with 1.9M reactions from USPTO patents (1976-2016) Given the reactants [C:1]([O:5][C@@H:6]([C:11]1[C:12]([CH3:31])=[N:13][C:14]2[N:15]([N:21]=[C:22]([C:24]3[CH:29]=[CH:28][CH:27]=[C:26]([Cl:30])[CH:25]=3)[CH:23]=2)[C:16]=1[CH2:17][CH:18]([CH3:20])[CH3:19])[C:7]([O:9]C)=[O:8])([CH3:4])([CH3:3])[CH3:2].[OH-].[Na+].Cl, predict the reaction product. The product is: [C:1]([O:5][C@@H:6]([C:11]1[C:12]([CH3:31])=[N:13][C:14]2[N:15]([N:21]=[C:22]([C:24]3[CH:29]=[CH:28][CH:27]=[C:26]([Cl:30])[CH:25]=3)[CH:23]=2)[C:16]=1[CH2:17][CH:18]([CH3:20])[CH3:19])[C:7]([OH:9])=[O:8])([CH3:2])([CH3:3])[CH3:4].